This data is from Full USPTO retrosynthesis dataset with 1.9M reactions from patents (1976-2016). The task is: Predict the reactants needed to synthesize the given product. (1) Given the product [CH2:1]([O:3][C:4]1[C:5]([C:20]2[CH:25]=[CH:24][C:23]([CH2:26][C:27]([NH:29][C:30]3[CH:34]=[C:33]([C:35]([CH3:41])([CH3:40])[C:36]([F:39])([F:37])[F:38])[O:32][N:31]=3)=[O:28])=[C:22]([F:42])[CH:21]=2)=[CH:6][NH:7][C:8](=[O:10])[CH:9]=1)[CH3:2], predict the reactants needed to synthesize it. The reactants are: [CH2:1]([O:3][C:4]1[CH:9]=[C:8]([O:10]CC2C=CC(OC)=CC=2)[N:7]=[CH:6][C:5]=1[C:20]1[CH:25]=[CH:24][C:23]([CH2:26][C:27]([NH:29][C:30]2[CH:34]=[C:33]([C:35]([CH3:41])([CH3:40])[C:36]([F:39])([F:38])[F:37])[O:32][N:31]=2)=[O:28])=[C:22]([F:42])[CH:21]=1)[CH3:2].C(O)(C(F)(F)F)=O. (2) Given the product [C:1]1([S:7]([N:10]2[C:14]3=[N:15][CH:16]=[C:17]([CH3:19])[CH:18]=[C:13]3[CH:12]=[C:11]2[C:20](=[O:27])[CH2:21][CH:22]2[CH2:26][CH2:25][CH2:24][CH2:23]2)(=[O:8])=[O:9])[CH:6]=[CH:5][CH:4]=[CH:3][CH:2]=1, predict the reactants needed to synthesize it. The reactants are: [C:1]1([S:7]([N:10]2[C:14]3=[N:15][CH:16]=[C:17]([CH3:19])[CH:18]=[C:13]3[CH:12]=[C:11]2[CH:20]([OH:27])[CH2:21][CH:22]2[CH2:26][CH2:25][CH2:24][CH2:23]2)(=[O:9])=[O:8])[CH:6]=[CH:5][CH:4]=[CH:3][CH:2]=1.CC(OI1(OC(C)=O)(OC(C)=O)OC(=O)C2C=CC=CC1=2)=O. (3) Given the product [Cl:36][C:37]1[N:42]=[C:41]([C:43]2[S:72][C:70]([C:69]([CH3:2])([CH3:73])[CH3:68])=[N:71][C:44]=2[C:46]2[CH:47]=[C:48]([NH:53][C:54](=[O:59])[O:55][CH2:56][CH:57]=[CH2:58])[CH:49]=[CH:50][C:51]=2[F:52])[CH:40]=[CH:39][N:38]=1, predict the reactants needed to synthesize it. The reactants are: Cl[C:2]1N=C(C2SC(N3CCCC3)=NC=2C2C=C(NS(C3C(F)=CC=CC=3F)(=O)=O)C=CC=2)C=CN=1.[Cl:36][C:37]1[N:42]=[C:41]([CH2:43][C:44]([C:46]2[CH:47]=[C:48]([NH:53][C:54](=[O:59])[O:55][CH2:56][CH:57]=[CH2:58])[CH:49]=[CH:50][C:51]=2[F:52])=O)[CH:40]=[CH:39][N:38]=1.C1C(=O)N(Br)C(=O)C1.[CH3:68][CH:69]([CH3:73])[C:70](=[S:72])[NH2:71]. (4) Given the product [N:47]1([C:14](=[O:15])[CH2:13][O:12][C:11]2[C:10]([CH3:20])=[C:9]([NH:8][C:5]3[N:4]=[C:3]([NH:21][C:22]4[CH:27]=[CH:26][C:25]([O:28][CH3:29])=[CH:24][C:23]=4[NH:30][S:31]([CH3:34])(=[O:33])=[O:32])[C:2]([Cl:1])=[CH:7][N:6]=3)[CH:19]=[CH:18][CH:17]=2)[CH2:42][CH2:41][CH2:40]1, predict the reactants needed to synthesize it. The reactants are: [Cl:1][C:2]1[C:3]([NH:21][C:22]2[CH:27]=[CH:26][C:25]([O:28][CH3:29])=[CH:24][C:23]=2[NH:30][S:31]([CH3:34])(=[O:33])=[O:32])=[N:4][C:5]([NH:8][C:9]2[C:10]([CH3:20])=[C:11]([CH:17]=[CH:18][CH:19]=2)[O:12][CH2:13][C:14](O)=[O:15])=[N:6][CH:7]=1.C(Cl)CCl.[CH:40]1[CH:40]=[CH:41][C:42]2[N:47](O)N=[N:47][C:42]=2[CH:41]=1.CCN(C(C)C)C(C)C.N1CCC1. (5) Given the product [O:1]1[C:5]2[CH:6]=[CH:7][C:8]([C:10]3[CH:15]=[CH:14][C:13]([C:16]4[N:17]([CH2:22][C@@H:23]5[CH2:27][CH2:26][N:25]([C:28]([CH:30]6[CH2:31][CH2:32]6)=[O:29])[CH2:24]5)[C:18](=[O:21])[N:19]([CH3:34])[N:20]=4)=[C:12]([F:33])[CH:11]=3)=[CH:9][C:4]=2[CH:3]=[CH:2]1, predict the reactants needed to synthesize it. The reactants are: [O:1]1[C:5]2[CH:6]=[CH:7][C:8]([C:10]3[CH:15]=[CH:14][C:13]([C:16]4[N:17]([CH2:22][C@@H:23]5[CH2:27][CH2:26][N:25]([C:28]([CH:30]6[CH2:32][CH2:31]6)=[O:29])[CH2:24]5)[C:18](=[O:21])[NH:19][N:20]=4)=[C:12]([F:33])[CH:11]=3)=[CH:9][C:4]=2[CH:3]=[CH:2]1.[C:34]([O-])([O-])=O.[K+].[K+].IC.